Dataset: Full USPTO retrosynthesis dataset with 1.9M reactions from patents (1976-2016). Task: Predict the reactants needed to synthesize the given product. Given the product [CH2:14]([CH:18]1[CH2:13][CH2:14][N:15]([CH2:20][CH2:21][CH2:22][N:23]2[C:28]3[CH:29]=[CH:30][CH:31]=[CH:32][C:27]=3[O:26][CH2:25][C:24]2=[O:33])[CH2:16][CH2:17]1)[CH2:13][CH2:18][CH3:17], predict the reactants needed to synthesize it. The reactants are: [Na+].[I-].C([O-])([O-])=O.[K+].[K+].C([CH:13]1[CH2:18][CH2:17][CH2:16][NH:15][CH2:14]1)CCC.Cl[CH2:20][CH2:21][CH2:22][N:23]1[C:28]2[CH:29]=[CH:30][CH:31]=[CH:32][C:27]=2[O:26][CH2:25][C:24]1=[O:33].